From a dataset of Catalyst prediction with 721,799 reactions and 888 catalyst types from USPTO. Predict which catalyst facilitates the given reaction. (1) Reactant: [Br:1][C:2]1[S:6]/[C:5](=[N:7]\C(=O)OC(C)(C)C)/[N:4]([CH3:15])[C:3]=1[CH2:16][N:17]1[CH2:22][CH2:21][N:20]([C:23](=[O:40])[CH2:24][CH2:25][S:26]([C:29]2[CH:38]=[CH:37][C:36]3[C:31](=[CH:32][CH:33]=[C:34]([Cl:39])[CH:35]=3)[CH:30]=2)(=[O:28])=[O:27])[CH2:19][CH2:18]1. Product: [Br:1][C:2]1[S:6][C:5](=[NH:7])[N:4]([CH3:15])[C:3]=1[CH2:16][N:17]1[CH2:22][CH2:21][N:20]([C:23](=[O:40])[CH2:24][CH2:25][S:26]([C:29]2[CH:38]=[CH:37][C:36]3[C:31](=[CH:32][CH:33]=[C:34]([Cl:39])[CH:35]=3)[CH:30]=2)(=[O:27])=[O:28])[CH2:19][CH2:18]1. The catalyst class is: 55. (2) Reactant: [CH3:1][O:2][C:3]([C:5]1[S:6][C:7](Br)=[CH:8][C:9]=1N(C(CO)CO)C([C@H]1CC[C@H](C)CC1)=O)=[O:4].C=O.C([O-])(O)=O.[Na+]. Product: [CH3:1][O:2][C:3]([C:5]1[S:6][CH:7]=[CH:8][CH:9]=1)=[O:4]. The catalyst class is: 12. (3) Reactant: CN(C)C(=O)[S:4][C:5]1[C:13]([CH3:14])=[CH:12][C:11]([N+:15]([O-:17])=[O:16])=[C:10]2[C:6]=1[CH2:7][CH2:8][CH2:9]2.[OH-].[Na+].Cl. Product: [CH3:14][C:13]1[CH:12]=[C:11]([N+:15]([O-:17])=[O:16])[C:10]2[CH2:9][CH2:8][CH2:7][C:6]=2[C:5]=1[SH:4]. The catalyst class is: 5. (4) Reactant: Cl.[Cl:2][C:3]1[CH:8]=[CH:7][C:6]([CH:9]([CH3:12])[CH2:10][NH2:11])=[CH:5][CH:4]=1.C(=O)([O-])[O-].[K+].[K+].[C:19]([C:23]1[CH:30]=[CH:29][C:26]([CH:27]=O)=[CH:25][CH:24]=1)([CH3:22])([CH3:21])[CH3:20].[BH4-].[Na+].Cl. Product: [C:19]([C:23]1[CH:24]=[CH:25][C:26]([CH2:27][NH:11][CH2:10][CH:9]([C:6]2[CH:5]=[CH:4][C:3]([Cl:2])=[CH:8][CH:7]=2)[CH3:12])=[CH:29][CH:30]=1)([CH3:22])([CH3:20])[CH3:21]. The catalyst class is: 5. (5) Reactant: Cl.[Cl:2][CH2:3][CH2:4][NH:5][CH2:6][CH2:7][Cl:8].C([N:11]([CH2:14]C)[CH2:12][CH3:13])C.ClC(OCC)=[O:18].ClC(OC)=S.ClCCNCCCl.NCCC1C=[CH:41][C:40]([OH:43])=[CH:39][CH:38]=1. Product: [Cl:2][CH2:3][CH2:4][N:5]([C:14]([NH:11][C:12]1[CH:13]=[CH:41][C:40]([OH:43])=[CH:39][CH:38]=1)=[O:18])[CH2:6][CH2:7][Cl:8]. The catalyst class is: 96. (6) Reactant: [CH:1]12[CH2:6][CH:5]1[CH2:4][N:3]([C:7]1[N:12]=[C:11]([NH:13][CH2:14][C:15]3[CH:20]=[CH:19][C:18]([O:21][CH3:22])=[C:17]([Cl:23])[CH:16]=3)[C:10]([C:24](O)=[O:25])=[CH:9][N:8]=1)[CH2:2]2.[N:27]1([CH2:33][CH2:34][NH2:35])[CH2:32][CH2:31][O:30][CH2:29][CH2:28]1.C(N(CC)CC)C.CN(C(ON1N=NC2C=CC=NC1=2)=[N+](C)C)C.F[P-](F)(F)(F)(F)F. Product: [CH:1]12[CH2:6][CH:5]1[CH2:4][N:3]([C:7]1[N:12]=[C:11]([NH:13][CH2:14][C:15]3[CH:20]=[CH:19][C:18]([O:21][CH3:22])=[C:17]([Cl:23])[CH:16]=3)[C:10]([C:24]([NH:35][CH2:34][CH2:33][N:27]3[CH2:32][CH2:31][O:30][CH2:29][CH2:28]3)=[O:25])=[CH:9][N:8]=1)[CH2:2]2. The catalyst class is: 1. (7) Reactant: [C:1]([NH:5][S:6]([C:9]1[C:10]([C:15]2[CH:20]=[CH:19][C:18]([C:21]3[CH:26]=[N:25][C:24]([N:27](S(C)(=O)=O)[S:28]([CH3:31])(=[O:30])=[O:29])=[CH:23][N:22]=3)=[C:17]([F:36])[CH:16]=2)=[CH:11][CH:12]=[CH:13][CH:14]=1)(=[O:8])=[O:7])([CH3:4])([CH3:3])[CH3:2].[OH-].[Na+]. Product: [C:1]([NH:5][S:6]([C:9]1[C:10]([C:15]2[CH:20]=[CH:19][C:18]([C:21]3[CH:26]=[N:25][C:24]([NH:27][S:28]([CH3:31])(=[O:30])=[O:29])=[CH:23][N:22]=3)=[C:17]([F:36])[CH:16]=2)=[CH:11][CH:12]=[CH:13][CH:14]=1)(=[O:7])=[O:8])([CH3:4])([CH3:3])[CH3:2]. The catalyst class is: 16.